From a dataset of Peptide-MHC class I binding affinity with 185,985 pairs from IEDB/IMGT. Regression. Given a peptide amino acid sequence and an MHC pseudo amino acid sequence, predict their binding affinity value. This is MHC class I binding data. (1) The peptide sequence is ALVYDNKLK. The MHC is HLA-A11:01 with pseudo-sequence HLA-A11:01. The binding affinity (normalized) is 0.329. (2) The peptide sequence is REQASYLYV. The MHC is HLA-A30:01 with pseudo-sequence HLA-A30:01. The binding affinity (normalized) is 0.0847. (3) The peptide sequence is WDEWVVEVL. The MHC is H-2-Kk with pseudo-sequence H-2-Kk. The binding affinity (normalized) is 0.528. (4) The peptide sequence is SMRSRARHI. The MHC is HLA-B44:02 with pseudo-sequence HLA-B44:02. The binding affinity (normalized) is 0.0847. (5) The peptide sequence is WIQYDKHCY. The binding affinity (normalized) is 0. The MHC is HLA-A33:01 with pseudo-sequence HLA-A33:01.